The task is: Predict which catalyst facilitates the given reaction.. This data is from Catalyst prediction with 721,799 reactions and 888 catalyst types from USPTO. (1) Reactant: Br[C:2]1[CH:3]=[C:4]([C@H:12]([N:14]([CH3:21])[S@:15]([C:17]([CH3:20])([CH3:19])[CH3:18])=[O:16])[CH3:13])[CH:5]=[C:6]([C:8]([F:11])([F:10])[F:9])[CH:7]=1.[Zn](CC)[CH2:23][CH3:24].O. Product: [CH2:23]([C:2]1[CH:3]=[C:4]([C@H:12]([N:14]([CH3:21])[S@:15]([C:17]([CH3:20])([CH3:19])[CH3:18])=[O:16])[CH3:13])[CH:5]=[C:6]([C:8]([F:11])([F:10])[F:9])[CH:7]=1)[CH3:24]. The catalyst class is: 516. (2) Reactant: CO[C:3]([C:5]1[C:6]([OH:29])=[C:7]2[C:12](=[CH:13][N:14]=1)[N:11]([CH2:15][C:16]1[CH:21]=[CH:20][CH:19]=[CH:18][CH:17]=1)[C:10](=[O:22])[C:9]([C:23]1[CH:28]=[CH:27][CH:26]=[CH:25][CH:24]=1)=[CH:8]2)=[O:4].[NH2:30][CH2:31][CH2:32][C:33]([OH:35])=[O:34].C[O-].[Na+]. Product: [CH2:15]([N:11]1[C:12]2[C:7](=[C:6]([OH:29])[C:5]([C:3]([NH:30][CH2:31][CH2:32][C:33]([OH:35])=[O:34])=[O:4])=[N:14][CH:13]=2)[CH:8]=[C:9]([C:23]2[CH:28]=[CH:27][CH:26]=[CH:25][CH:24]=2)[C:10]1=[O:22])[C:16]1[CH:17]=[CH:18][CH:19]=[CH:20][CH:21]=1. The catalyst class is: 250. (3) Reactant: [H-].[Al+3].[Li+].[H-].[H-].[H-].C[O:8][C:9]([C:11]1[CH:35]=[CH:34][C:14]2[C@@H:15]3[C@H:20]([CH2:21][CH2:22][C:13]=2[CH:12]=1)[N:19]([C:23]([C:25]1[CH:33]=[CH:32][C:28]2[NH:29][CH:30]=[N:31][C:27]=2[CH:26]=1)=[O:24])[CH2:18][CH2:17][CH2:16]3)=O.O. Product: [NH:29]1[C:28]2[CH:32]=[CH:33][C:25]([C:23]([N:19]3[C@@H:20]4[C@@H:15]([C:14]5[CH:34]=[CH:35][C:11]([CH2:9][OH:8])=[CH:12][C:13]=5[CH2:22][CH2:21]4)[CH2:16][CH2:17][CH2:18]3)=[O:24])=[CH:26][C:27]=2[N:31]=[CH:30]1. The catalyst class is: 7. (4) Reactant: Br[C:2]1[N:6]2[CH:7]=[CH:8][C:9]([Cl:11])=[CH:10][C:5]2=[N:4][CH:3]=1.[N:12]1([C:17]2[CH:18]=[C:19](B(O)O)[CH:20]=[CH:21][CH:22]=2)[CH:16]=[CH:15][CH:14]=[N:13]1.O.C([O-])([O-])=O.[Na+].[Na+]. Product: [Cl:11][C:9]1[CH:8]=[CH:7][N:6]2[C:2]([C:21]3[CH:20]=[CH:19][CH:18]=[C:17]([N:12]4[CH:16]=[CH:15][CH:14]=[N:13]4)[CH:22]=3)=[CH:3][N:4]=[C:5]2[CH:10]=1. The catalyst class is: 628.